This data is from NCI-60 drug combinations with 297,098 pairs across 59 cell lines. The task is: Regression. Given two drug SMILES strings and cell line genomic features, predict the synergy score measuring deviation from expected non-interaction effect. (1) Drug 1: CC1=C(C(CCC1)(C)C)C=CC(=CC=CC(=CC(=O)O)C)C. Drug 2: C1=CC=C(C=C1)NC(=O)CCCCCCC(=O)NO. Cell line: MDA-MB-435. Synergy scores: CSS=1.28, Synergy_ZIP=-1.33, Synergy_Bliss=-0.180, Synergy_Loewe=-5.88, Synergy_HSA=-2.64. (2) Synergy scores: CSS=44.0, Synergy_ZIP=1.57, Synergy_Bliss=1.18, Synergy_Loewe=-30.2, Synergy_HSA=0.218. Drug 1: CCCCC(=O)OCC(=O)C1(CC(C2=C(C1)C(=C3C(=C2O)C(=O)C4=C(C3=O)C=CC=C4OC)O)OC5CC(C(C(O5)C)O)NC(=O)C(F)(F)F)O. Drug 2: C1CNP(=O)(OC1)N(CCCl)CCCl. Cell line: LOX IMVI. (3) Drug 1: CN1C(=O)N2C=NC(=C2N=N1)C(=O)N. Drug 2: C1CN(P(=O)(OC1)NCCCl)CCCl. Cell line: HCT-15. Synergy scores: CSS=9.38, Synergy_ZIP=-5.95, Synergy_Bliss=-10.4, Synergy_Loewe=-1.40, Synergy_HSA=-5.91. (4) Drug 1: C1=CC(=CC=C1CCC2=CNC3=C2C(=O)NC(=N3)N)C(=O)NC(CCC(=O)O)C(=O)O. Drug 2: CC1=C2C(C(=O)C3(C(CC4C(C3C(C(C2(C)C)(CC1OC(=O)C(C(C5=CC=CC=C5)NC(=O)OC(C)(C)C)O)O)OC(=O)C6=CC=CC=C6)(CO4)OC(=O)C)O)C)O. Cell line: SK-MEL-2. Synergy scores: CSS=31.1, Synergy_ZIP=-4.82, Synergy_Bliss=-0.136, Synergy_Loewe=-17.4, Synergy_HSA=2.77. (5) Drug 1: CC12CCC3C(C1CCC2O)C(CC4=C3C=CC(=C4)O)CCCCCCCCCS(=O)CCCC(C(F)(F)F)(F)F. Drug 2: C1CCC(C(C1)N)N.C(=O)(C(=O)[O-])[O-].[Pt+4]. Cell line: HL-60(TB). Synergy scores: CSS=22.8, Synergy_ZIP=-1.56, Synergy_Bliss=-1.04, Synergy_Loewe=-24.4, Synergy_HSA=0.809.